The task is: Predict which catalyst facilitates the given reaction.. This data is from Catalyst prediction with 721,799 reactions and 888 catalyst types from USPTO. Reactant: [CH3:1][C:2]1[C:7]([C:8]([O:10][CH2:11][C:12]2[CH:17]=[CH:16][CH:15]=[CH:14][CH:13]=2)=[O:9])=[CH:6][N:5]=[C:4](SC)[N:3]=1.[CH2:20]([N:27]1[CH2:31][CH2:30][CH:29]([NH2:32])[CH2:28]1)[C:21]1[CH:26]=[CH:25][CH:24]=[CH:23][CH:22]=1.CCOC(C)=O.O. Product: [CH2:20]([N:27]1[CH2:31][CH2:30][CH:29]([NH:32][C:4]2[N:3]=[C:2]([CH3:1])[C:7]([C:8]([O:10][CH2:11][C:12]3[CH:17]=[CH:16][CH:15]=[CH:14][CH:13]=3)=[O:9])=[CH:6][N:5]=2)[CH2:28]1)[C:21]1[CH:22]=[CH:23][CH:24]=[CH:25][CH:26]=1. The catalyst class is: 12.